From a dataset of CYP2D6 inhibition data for predicting drug metabolism from PubChem BioAssay. Regression/Classification. Given a drug SMILES string, predict its absorption, distribution, metabolism, or excretion properties. Task type varies by dataset: regression for continuous measurements (e.g., permeability, clearance, half-life) or binary classification for categorical outcomes (e.g., BBB penetration, CYP inhibition). Dataset: cyp2d6_veith. (1) The drug is Cn1cc(-c2nc3cnc(OCc4ccccc4)nc3n(CCC#N)c2=O)c2ccccc21. The result is 0 (non-inhibitor). (2) The molecule is COc1ccc(Cc2nc(C(=O)NCc3ccccc3OC)cs2)cc1. The result is 0 (non-inhibitor). (3) The drug is CN(C)CCCN1CC(C(=O)O)CC1=O. The result is 0 (non-inhibitor). (4) The drug is Cn1cccc1C(=O)N1CCC2(CCN(Cc3ccccc3)CC2)CC1. The result is 1 (inhibitor). (5) The molecule is COc1ccccc1-n1c(O)c(C=NCCN2CCNCC2)c(=O)[nH]c1=O. The result is 0 (non-inhibitor). (6) The drug is CSc1ccc(Cl)c(C(=O)NCCOc2cc(C)ccc2C(C)C)c1. The result is 1 (inhibitor). (7) The drug is Cc1ccccc1-c1ccc2ncnc(N3CCN(C)CC3)c2c1. The result is 0 (non-inhibitor). (8) The drug is Cc1c(NC(=O)/C=C/c2cn(-c3ccccc3)nc2-c2ccc(F)cc2)c(=O)n(-c2ccccc2)n1C. The result is 0 (non-inhibitor).